This data is from Catalyst prediction with 721,799 reactions and 888 catalyst types from USPTO. The task is: Predict which catalyst facilitates the given reaction. Reactant: [N:1]1([C:8]2[N:13]=[CH:12][C:11]([NH:14][C:15]([C:17]3[O:21][C:20]([N:22]4[CH2:27][CH2:26][CH:25]([C:28]5[CH:33]=[CH:32][CH:31]=[CH:30][CH:29]=5)[CH2:24][CH2:23]4)=[N:19][C:18]=3[C:34]([F:37])([F:36])[F:35])=[O:16])=[CH:10][CH:9]=2)[CH2:7][CH2:6][CH2:5][NH:4][CH2:3][CH2:2]1.CCN(C(C)C)C(C)C.ClC1[O:49][C:50]2[CH:56]=[CH:55][CH:54]=[CH:53][C:51]=2[N:52]=1. Product: [O:49]1[C:50]2[CH:56]=[CH:55][CH:54]=[CH:53][C:51]=2[N:52]=[C:5]1[N:4]1[CH2:3][CH2:2][N:1]([C:8]2[N:13]=[CH:12][C:11]([NH:14][C:15]([C:17]3[O:21][C:20]([N:22]4[CH2:23][CH2:24][CH:25]([C:28]5[CH:29]=[CH:30][CH:31]=[CH:32][CH:33]=5)[CH2:26][CH2:27]4)=[N:19][C:18]=3[C:34]([F:36])([F:35])[F:37])=[O:16])=[CH:10][CH:9]=2)[CH2:7][CH2:6]1. The catalyst class is: 3.